Task: Predict the product of the given reaction.. Dataset: Forward reaction prediction with 1.9M reactions from USPTO patents (1976-2016) (1) Given the reactants [OH:1][C:2]1[C:10]([CH3:11])=[CH:9][CH:8]=[CH:7][C:3]=1[C:4]([OH:6])=[O:5].S(Cl)(Cl)=O.[CH3:16]O, predict the reaction product. The product is: [OH:1][C:2]1[C:10]([CH3:11])=[CH:9][CH:8]=[CH:7][C:3]=1[C:4]([O:6][CH3:16])=[O:5]. (2) Given the reactants [F:1][C:2]([F:34])([F:33])[C:3]1[CH:4]=[C:5]([C:13]2[N:17]([CH3:18])[C:16]([C:19]([N:21]3[CH2:26][CH2:25][CH:24]([N:27]4[CH2:31][CH2:30][CH2:29][CH2:28]4)[CH2:23][CH2:22]3)=[O:20])=[C:15](I)[N:14]=2)[CH:6]=[C:7]([C:9]([F:12])([F:11])[F:10])[CH:8]=1.[N:35]1[CH:40]=[C:39](B(O)O)[CH:38]=[N:37][CH:36]=1, predict the reaction product. The product is: [F:1][C:2]([F:34])([F:33])[C:3]1[CH:4]=[C:5]([C:13]2[N:17]([CH3:18])[C:16]([C:19]([N:21]3[CH2:26][CH2:25][CH:24]([N:27]4[CH2:31][CH2:30][CH2:29][CH2:28]4)[CH2:23][CH2:22]3)=[O:20])=[C:15]([C:39]3[CH:40]=[N:35][CH:36]=[N:37][CH:38]=3)[N:14]=2)[CH:6]=[C:7]([C:9]([F:12])([F:11])[F:10])[CH:8]=1. (3) Given the reactants [C:1]([Si:5]([CH3:18])([CH3:17])[O:6][CH:7]([C:10]1[CH:15]=[CH:14][CH:13]=[C:12]([Cl:16])[CH:11]=1)[CH:8]=O)([CH3:4])([CH3:3])[CH3:2].[CH3:19][C:20]([S:23]([NH2:25])=[O:24])([CH3:22])[CH3:21], predict the reaction product. The product is: [Si:5]([O:6][CH:7]([C:10]1[CH:15]=[CH:14][CH:13]=[C:12]([Cl:16])[CH:11]=1)/[CH:8]=[N:25]/[S:23]([C:20]([CH3:22])([CH3:21])[CH3:19])=[O:24])([C:1]([CH3:4])([CH3:3])[CH3:2])([CH3:18])[CH3:17]. (4) Given the reactants [Cl:1][C:2]1[N:3]=[C:4]([N:13]2[CH2:18][CH2:17][O:16][CH2:15][CH2:14]2)[C:5]2[S:10][C:9]([CH:11]=O)=[CH:8][C:6]=2[N:7]=1.CC(O[C:24]([N:26]([CH:28]1[CH2:33][CH2:32][NH:31][CH2:30][CH2:29]1)C)=O)(C)C.CC(O)=O.[BH-](OC(C)=O)(OC(C)=O)OC(C)=O.[Na+], predict the reaction product. The product is: [Cl:1][C:2]1[N:3]=[C:4]([N:13]2[CH2:18][CH2:17][O:16][CH2:15][CH2:14]2)[C:5]2[S:10][C:9]([CH2:11][N:31]3[CH2:32][CH2:33][CH:28]([NH:26][CH3:24])[CH2:29][CH2:30]3)=[CH:8][C:6]=2[N:7]=1. (5) Given the reactants [C:1]1([CH:7]2[CH2:12][CH2:11][CH:10]([O:13][C:14]3[CH:19]=[CH:18][C:17]([CH:20]([C:26]4[S:27][CH:28]=[CH:29][CH:30]=4)[CH2:21][C:22]([O:24]C)=[O:23])=[CH:16][CH:15]=3)[CH2:9][CH2:8]2)[CH:6]=[CH:5][CH:4]=[CH:3][CH:2]=1.[OH-].[Li+].CO, predict the reaction product. The product is: [C:1]1([CH:7]2[CH2:12][CH2:11][CH:10]([O:13][C:14]3[CH:15]=[CH:16][C:17]([CH:20]([C:26]4[S:27][CH:28]=[CH:29][CH:30]=4)[CH2:21][C:22]([OH:24])=[O:23])=[CH:18][CH:19]=3)[CH2:9][CH2:8]2)[CH:6]=[CH:5][CH:4]=[CH:3][CH:2]=1. (6) Given the reactants [NH2:1][C:2]1[CH:3]=[C:4]([CH:14]=[CH:15][C:16]=1[O:17][CH3:18])[C:5]([NH:7][C:8]1[CH:13]=[CH:12][CH:11]=[CH:10][CH:9]=1)=[O:6].[Cl:19][C:20]1[CH:21]=[C:22]([N:27]=[C:28]=[S:29])[CH:23]=[C:24]([Cl:26])[CH:25]=1, predict the reaction product. The product is: [Cl:19][C:20]1[CH:21]=[C:22]([NH:27][C:28](=[S:29])[NH:1][C:2]2[CH:3]=[C:4]([CH:14]=[CH:15][C:16]=2[O:17][CH3:18])[C:5]([NH:7][C:8]2[CH:13]=[CH:12][CH:11]=[CH:10][CH:9]=2)=[O:6])[CH:23]=[C:24]([Cl:26])[CH:25]=1. (7) Given the reactants [F:1][C:2]([F:31])([F:30])[C:3]1[CH:4]=[C:5]([C:13]2[N:17]=[CH:16][N:15](/[CH:18]=[CH:19]\[C:20]([NH:22][NH:23][C:24]3[CH:29]=[CH:28][CH:27]=[CH:26][N:25]=3)=[O:21])[N:14]=2)[CH:6]=[C:7]([C:9]([F:12])([F:11])[F:10])[CH:8]=1.[ClH:32], predict the reaction product. The product is: [ClH:32].[F:12][C:9]([F:10])([F:11])[C:7]1[CH:6]=[C:5]([C:13]2[N:17]=[CH:16][N:15](/[CH:18]=[CH:19]\[C:20]([NH:22][NH:23][C:24]3[CH:29]=[CH:28][CH:27]=[CH:26][N:25]=3)=[O:21])[N:14]=2)[CH:4]=[C:3]([C:2]([F:1])([F:30])[F:31])[CH:8]=1. (8) Given the reactants [Cl:1][C:2]1[C:3]([NH2:8])=[N:4][CH:5]=[CH:6][N:7]=1.[CH2:9](C(OCC)(OCC)CBr)[CH3:10].C(=O)([O-])[O-].[K+].[K+], predict the reaction product. The product is: [Cl:1][C:2]1[C:3]2[N:4]([CH:9]=[CH:10][N:8]=2)[CH:5]=[CH:6][N:7]=1. (9) Given the reactants [CH2:1]([N:3]1[CH2:12][CH:11]([C:13]2[CH:18]=[CH:17][C:16]([O:19][CH3:20])=[CH:15][CH:14]=2)[C:10]2[C:5](=[CH:6][C:7]([O:21][CH2:22][CH2:23][CH2:24]O)=[CH:8][CH:9]=2)[CH2:4]1)[CH3:2].COC1C=CC([CH:34]2[C:43]3[C:38](=CC(OCCCO)=CC=3)[CH2:37][NH:36][CH2:35]2)=CC=1.C(=O)C.C(O)(=O)C.[BH-](OC(C)=O)(OC(C)=O)OC(C)=O.[Na+], predict the reaction product. The product is: [CH2:1]([N:3]1[CH2:12][CH:11]([C:13]2[CH:14]=[CH:15][C:16]([O:19][CH3:20])=[CH:17][CH:18]=2)[C:10]2[C:5](=[CH:6][C:7]([O:21][CH2:22][CH2:23][CH2:24][N:36]3[CH2:37][CH2:38][CH2:43][CH2:34][CH2:35]3)=[CH:8][CH:9]=2)[CH2:4]1)[CH3:2]. (10) Given the reactants [F:1][C:2]([F:18])([F:17])[C:3]1[CH:4]=[C:5]([N:9]2[CH2:15][CH2:14][C:13](=[O:16])[NH:12][CH2:11][CH2:10]2)[CH:6]=[CH:7][CH:8]=1.[CH3:19][O:20][C:21](=[O:28])[CH:22](Br)[CH2:23][CH2:24][CH2:25][Br:26], predict the reaction product. The product is: [CH3:19][O:20][C:21](=[O:28])[CH:22]([N:12]1[C:13](=[O:16])[CH2:14][CH2:15][N:9]([C:5]2[CH:6]=[CH:7][CH:8]=[C:3]([C:2]([F:1])([F:17])[F:18])[CH:4]=2)[CH2:10][CH2:11]1)[CH2:23][CH2:24][CH2:25][Br:26].